From a dataset of Reaction yield outcomes from USPTO patents with 853,638 reactions. Predict the reaction yield, written as a fraction of the theoretical maximum amount of product (1.0 means a 100% yield; for example, 0.34 means a 34% yield). (1) The reactants are [F:1][C:2]([F:13])([F:12])[C:3]([C:5]1[CH:10]=[CH:9][C:8]([OH:11])=[CH:7][CH:6]=1)=[O:4].[BH4-].[Na+]. The catalyst is CO. The product is [F:1][C:2]([F:12])([F:13])[CH:3]([C:5]1[CH:10]=[CH:9][C:8]([OH:11])=[CH:7][CH:6]=1)[OH:4]. The yield is 0.760. (2) The product is [Cl:1][C:2]1[CH:3]=[C:4]2[C:9](=[CH:10][C:11]=1[O:12][C:13]1[CH:21]=[CH:20][C:16]([C:17](=[O:19])[NH:36][CH2:35][CH2:34][C:30]3[CH:31]=[CH:32][CH:33]=[C:28]([Cl:27])[CH:29]=3)=[CH:15][CH:14]=1)[O:8][CH2:7][CH2:6][CH:5]2[C:22]([O:24][CH2:25][CH3:26])=[O:23]. The yield is 0.917. The catalyst is CN(C=O)C.C(Cl)Cl. The reactants are [Cl:1][C:2]1[CH:3]=[C:4]2[C:9](=[CH:10][C:11]=1[O:12][C:13]1[CH:21]=[CH:20][C:16]([C:17]([OH:19])=O)=[CH:15][CH:14]=1)[O:8][CH2:7][CH2:6][CH:5]2[C:22]([O:24][CH2:25][CH3:26])=[O:23].[Cl:27][C:28]1[CH:29]=[C:30]([CH2:34][CH2:35][NH2:36])[CH:31]=[CH:32][CH:33]=1.Cl.CN(C)CCCN=C=NCC.ON1C2N=CC=CC=2N=N1. (3) The reactants are [CH2:1]([O:3][C:4]([C:6]1[C:7]([CH3:24])=[C:8]([C:17]([O:19][C:20]([CH3:23])([CH3:22])[CH3:21])=[O:18])[NH:9][C:10]=1[CH2:11][C:12]([O:14]CC)=[O:13])=[O:5])[CH3:2].CO.[OH-].[Li+]. The catalyst is O1CCCC1. The product is [CH2:1]([O:3][C:4]([C:6]1[C:7]([CH3:24])=[C:8]([C:17]([O:19][C:20]([CH3:23])([CH3:22])[CH3:21])=[O:18])[NH:9][C:10]=1[CH2:11][C:12]([OH:14])=[O:13])=[O:5])[CH3:2]. The yield is 0.723. (4) The reactants are [NH2:1][C:2]1[C:10]([C:11]#[C:12][C:13]2[CH:18]=[CH:17][CH:16]=[C:15]([NH:19][C:20]([C:22]3[N:23]([CH3:28])[N:24]=[C:25]([CH3:27])[CH:26]=3)=[O:21])[CH:14]=2)=[CH:9][C:5]([C:6]([OH:8])=O)=[CH:4][N:3]=1.[CH3:29][S:30]([C:33]1[CH:38]=[CH:37][C:36]([CH2:39][CH2:40][C:41]([O:43][CH3:44])=[O:42])=[CH:35][CH:34]=1)(=[NH:32])=[O:31]. No catalyst specified. The product is [NH2:1][C:2]1[N:3]=[CH:4][C:5]([C:6]([N:32]=[S:30]([C:33]2[CH:34]=[CH:35][C:36]([CH2:39][CH2:40][C:41]([O:43][CH3:44])=[O:42])=[CH:37][CH:38]=2)([CH3:29])=[O:31])=[O:8])=[CH:9][C:10]=1[C:11]#[C:12][C:13]1[CH:18]=[CH:17][CH:16]=[C:15]([NH:19][C:20]([C:22]2[N:23]([CH3:28])[N:24]=[C:25]([CH3:27])[CH:26]=2)=[O:21])[CH:14]=1. The yield is 0.420. (5) The reactants are Cl[C:2]1[CH:7]=[C:6]([NH:8][C:9]2[CH:13]=[C:12]([CH:14]3[CH2:16][CH2:15]3)[NH:11][N:10]=2)[C:5]([N+:17]([O-:19])=[O:18])=[CH:4][N:3]=1.[NH2:20][C@H:21]([C:24]1[CH:29]=[CH:28][C:27]([F:30])=[CH:26][CH:25]=1)[CH2:22][OH:23].CCN(C(C)C)C(C)C. The catalyst is CCCCO. The product is [CH:14]1([C:12]2[NH:11][N:10]=[C:9]([NH:8][C:6]3[C:5]([N+:17]([O-:19])=[O:18])=[CH:4][N:3]=[C:2]([NH:20][C@H:21]([C:24]4[CH:29]=[CH:28][C:27]([F:30])=[CH:26][CH:25]=4)[CH2:22][OH:23])[CH:7]=3)[CH:13]=2)[CH2:16][CH2:15]1. The yield is 0.720. (6) The reactants are [O:1]1[C:10]2[C:5](=[CH:6][CH:7]=[CH:8][CH:9]=2)[CH:4]([CH2:11][NH2:12])[CH2:3][CH2:2]1.F[C:14]1[CH:22]=[N:21][CH:20]=[CH:19][C:15]=1[C:16]([OH:18])=[O:17]. No catalyst specified. The product is [O:1]1[C:10]2[C:5](=[CH:6][CH:7]=[CH:8][CH:9]=2)[CH:4]([CH2:11][NH:12][C:19]2[CH:20]=[N:21][CH:22]=[CH:14][C:15]=2[C:16]([OH:18])=[O:17])[CH2:3][CH2:2]1. The yield is 0.130. (7) The catalyst is C(Cl)Cl. The yield is 0.430. The product is [CH3:1][NH:2][C:3]1[CH:8]=[CH:7][C:6]([C:9]2[S:10][C:11]3[CH:17]=[C:16]([OH:18])[CH:15]=[CH:14][C:12]=3[N:13]=2)=[CH:5][C:4]=1[I:20]. The reactants are [CH3:1][NH:2][C:3]1[CH:8]=[CH:7][C:6]([C:9]2[S:10][C:11]3[CH:17]=[C:16]([O:18]C)[CH:15]=[CH:14][C:12]=3[N:13]=2)=[CH:5][C:4]=1[I:20].B(Br)(Br)Br.O.C([O-])(O)=O.[Na+]. (8) The reactants are [C:1]([O:5][C:6]([N:8]1[CH2:12][C@@H:11]([N:13]([CH2:21][C:22]2[CH:27]=[C:26]([C:28]([F:31])([F:30])[F:29])[CH:25]=[C:24]([C:32]([F:35])([F:34])[F:33])[CH:23]=2)[C:14]2[N:19]=[CH:18][C:17](Br)=[CH:16][N:15]=2)[CH2:10][C@H:9]1[CH2:36][O:37][CH3:38])=[O:7])([CH3:4])([CH3:3])[CH3:2].[CH3:39][N:40]1[CH:44]=[CH:43][C:42](B2OC(C)(C)C(C)(C)O2)=[N:41]1.C(=O)([O-])O.[Na+].O. The catalyst is COCCOC.C1C=CC([P]([Pd]([P](C2C=CC=CC=2)(C2C=CC=CC=2)C2C=CC=CC=2)([P](C2C=CC=CC=2)(C2C=CC=CC=2)C2C=CC=CC=2)[P](C2C=CC=CC=2)(C2C=CC=CC=2)C2C=CC=CC=2)(C2C=CC=CC=2)C2C=CC=CC=2)=CC=1. The product is [C:1]([O:5][C:6]([N:8]1[CH2:12][C@@H:11]([N:13]([CH2:21][C:22]2[CH:27]=[C:26]([C:28]([F:31])([F:30])[F:29])[CH:25]=[C:24]([C:32]([F:35])([F:34])[F:33])[CH:23]=2)[C:14]2[N:19]=[CH:18][C:17]([C:43]3[CH:42]=[N:41][N:40]([CH3:39])[CH:44]=3)=[CH:16][N:15]=2)[CH2:10][C@H:9]1[CH2:36][O:37][CH3:38])=[O:7])([CH3:4])([CH3:3])[CH3:2]. The yield is 0.740.